Dataset: Catalyst prediction with 721,799 reactions and 888 catalyst types from USPTO. Task: Predict which catalyst facilitates the given reaction. Reactant: [CH3:1][C:2]1[CH:7]=[CH:6][CH:5]=[CH:4][C:3]=1[C:8]([N:10]=[C:11]=[S:12])=[O:9].[Cl:13][C:14]1[CH:20]=[C:19]([O:21][C:22]2[C:31]3[C:26](=[CH:27][C:28]([O:34][CH3:35])=[C:29]([O:32][CH3:33])[CH:30]=3)[N:25]=[CH:24][CH:23]=2)[CH:18]=[CH:17][C:15]=1[NH2:16].C1(C)C=CC=CC=1. Product: [Cl:13][C:14]1[CH:20]=[C:19]([O:21][C:22]2[C:31]3[C:26](=[CH:27][C:28]([O:34][CH3:35])=[C:29]([O:32][CH3:33])[CH:30]=3)[N:25]=[CH:24][CH:23]=2)[CH:18]=[CH:17][C:15]=1[NH:16][C:11]([NH:10][C:8](=[O:9])[C:3]1[CH:4]=[CH:5][CH:6]=[CH:7][C:2]=1[CH3:1])=[S:12]. The catalyst class is: 8.